From a dataset of hERG potassium channel inhibition data for cardiac toxicity prediction from Karim et al.. Regression/Classification. Given a drug SMILES string, predict its toxicity properties. Task type varies by dataset: regression for continuous values (e.g., LD50, hERG inhibition percentage) or binary classification for toxic/non-toxic outcomes (e.g., AMES mutagenicity, cardiotoxicity, hepatotoxicity). Dataset: herg_karim. (1) The molecule is CC(O)C(=O)NC1CC(C)(C)Oc2nc(-c3ccc(Cl)cc3Cl)c(-c3ccc(Cl)cc3)cc21. The result is 1 (blocker). (2) The compound is CC1(C)[C@H](Nc2c(C(N)=O)cnn3cc(-c4cncc(F)c4)cc23)CC[C@]1(C)N. The result is 1 (blocker).